From a dataset of Catalyst prediction with 721,799 reactions and 888 catalyst types from USPTO. Predict which catalyst facilitates the given reaction. Product: [Br:1][C:2]1[CH:3]=[CH:4][C:5]2[O:9][C:8]([CH2:10][N:19]3[CH2:23][CH2:22][CH2:21][CH2:20]3)=[N:7][C:6]=2[CH:12]=1. The catalyst class is: 18. Reactant: [Br:1][C:2]1[CH:3]=[CH:4][C:5]2[O:9][C:8]([CH2:10]Cl)=[N:7][C:6]=2[CH:12]=1.C([O-])([O-])=O.[K+].[K+].[NH:19]1[CH2:23][CH2:22][CH2:21][CH2:20]1.